From a dataset of Catalyst prediction with 721,799 reactions and 888 catalyst types from USPTO. Predict which catalyst facilitates the given reaction. Reactant: ClC1C=CC([CH:8]([CH:10]2[CH2:15][CH2:14][N:13]([CH3:16])[CH2:12][CH2:11]2)[OH:9])=CC=1.S(Cl)([Cl:19])=O.[OH-].[Na+]. Product: [CH3:16][N:13]1[CH2:14][CH2:15][CH:10]([C:8]([Cl:19])=[O:9])[CH2:11][CH2:12]1. The catalyst class is: 11.